Dataset: CYP2D6 inhibition data for predicting drug metabolism from PubChem BioAssay. Task: Regression/Classification. Given a drug SMILES string, predict its absorption, distribution, metabolism, or excretion properties. Task type varies by dataset: regression for continuous measurements (e.g., permeability, clearance, half-life) or binary classification for categorical outcomes (e.g., BBB penetration, CYP inhibition). Dataset: cyp2d6_veith. (1) The compound is O=C(CCc1nc2ccccc2c(=O)[nH]1)OCC(=O)N1CCN(S(=O)(=O)c2ccccc2)CC1. The result is 0 (non-inhibitor). (2) The drug is Cc1nnc(NC(=O)c2oc3c(ccc4ccccc43)c2C)s1. The result is 0 (non-inhibitor). (3) The drug is O=C(O)[C@H]([C@H]1NCCS1)N1Cc2ccccc2C1. The result is 0 (non-inhibitor). (4) The compound is O=c1c(-c2ccc(F)cc2)nc2cnc(N3CCOCC3)nc2n1C[C@H]1CCCO1. The result is 0 (non-inhibitor). (5) The drug is N#Cc1cccc(NC(=O)N2CC3(CCN(C(=O)c4ccco4)CC3)C2)c1. The result is 0 (non-inhibitor). (6) The molecule is CCN(CCO)CCO.Oc1c(Cl)c(Cl)c(Cl)c(Cl)c1Cl. The result is 0 (non-inhibitor). (7) The drug is O=C(c1cnccn1)N1CCC2(CC1)CCN(c1cccc(-c3ccccc3)c1)CC2. The result is 0 (non-inhibitor). (8) The compound is Cc1ccc(C(CC(N)=O)c2ccco2)cc1. The result is 0 (non-inhibitor).